Dataset: Full USPTO retrosynthesis dataset with 1.9M reactions from patents (1976-2016). Task: Predict the reactants needed to synthesize the given product. (1) Given the product [Br:8][C:5]1[CH:6]=[CH:7][C:2]2[N:1]=[CH:19][N:11]([C:12]3[CH:17]=[CH:16][CH:15]=[CH:14][C:13]=3[F:18])[C:9](=[O:10])[C:3]=2[N:4]=1, predict the reactants needed to synthesize it. The reactants are: [NH2:1][C:2]1[C:3]([C:9]([NH:11][C:12]2[CH:17]=[CH:16][CH:15]=[CH:14][C:13]=2[F:18])=[O:10])=[N:4][C:5]([Br:8])=[CH:6][CH:7]=1.[CH2:19](OC(OCC)OCC)C. (2) The reactants are: CO[C:3]([C:5]1[CH:10]=[N:9][C:8]([NH:11][CH2:12][C:13]2[C:14]([C:19]3[CH:24]=[CH:23][CH:22]=[CH:21][CH:20]=3)=[N:15][O:16][C:17]=2[CH3:18])=[CH:7][N:6]=1)=[O:4].[CH:25]1([NH2:28])[CH2:27][CH2:26]1. Given the product [CH:25]1([NH:28][C:3]([C:5]2[CH:10]=[N:9][C:8]([NH:11][CH2:12][C:13]3[C:14]([C:19]4[CH:20]=[CH:21][CH:22]=[CH:23][CH:24]=4)=[N:15][O:16][C:17]=3[CH3:18])=[CH:7][N:6]=2)=[O:4])[CH2:27][CH2:26]1, predict the reactants needed to synthesize it. (3) Given the product [CH3:12][C:13]1[C:21]([CH3:22])=[C:20]2[C:16]([CH2:17][CH2:18][N:19]2[C:2]2[C:3]3[CH:11]=[CH:10][N:9]=[CH:8][C:4]=3[N:5]=[CH:6][N:7]=2)=[CH:15][CH:14]=1, predict the reactants needed to synthesize it. The reactants are: Cl[C:2]1[C:3]2[CH:11]=[CH:10][N:9]=[CH:8][C:4]=2[N:5]=[CH:6][N:7]=1.[CH3:12][C:13]1[C:21]([CH3:22])=[C:20]2[C:16]([CH2:17][CH2:18][NH:19]2)=[CH:15][CH:14]=1.N1C=CC=CC=1. (4) Given the product [F:19][C:20]1[C:21]([OH:29])=[C:22]([CH:26]=[CH:27][CH:28]=1)[C:23]([NH:1]/[C:2](/[CH3:18])=[C:3](\[C:4]([NH:6][CH2:7][CH2:8][C:9]1[CH:14]=[CH:13][CH:12]=[CH:11][C:10]=1[F:15])=[O:5])/[CH2:16][CH3:17])=[O:24], predict the reactants needed to synthesize it. The reactants are: [NH2:1]/[C:2](/[CH3:18])=[C:3](/[CH2:16][CH3:17])\[C:4]([NH:6][CH2:7][CH2:8][C:9]1[CH:14]=[CH:13][CH:12]=[CH:11][C:10]=1[F:15])=[O:5].[F:19][C:20]1[C:21]([OH:29])=[C:22]([CH:26]=[CH:27][CH:28]=1)[C:23](O)=[O:24].C(Cl)CCl.C1C=CC2N(O)N=NC=2C=1.